From a dataset of Reaction yield outcomes from USPTO patents with 853,638 reactions. Predict the reaction yield, written as a fraction of the theoretical maximum amount of product (1.0 means a 100% yield; for example, 0.34 means a 34% yield). (1) The reactants are [NH2:1][C:2]1[C:9]([OH:10])=[CH:8][C:7]([S:11]([CH:14]([CH3:16])[CH3:15])(=[O:13])=[O:12])=[CH:6][C:3]=1[C:4]#[N:5].CC1C=CC(S(O[CH2:28][CH2:29][CH2:30][S:31]([CH3:34])(=[O:33])=[O:32])(=O)=O)=CC=1.C(=O)([O-])[O-].[K+].[K+].CN(C)C=O. The catalyst is O. The product is [NH2:1][C:2]1[C:9]([O:10][CH2:28][CH2:29][CH2:30][S:31]([CH3:34])(=[O:33])=[O:32])=[CH:8][C:7]([S:11]([CH:14]([CH3:16])[CH3:15])(=[O:13])=[O:12])=[CH:6][C:3]=1[C:4]#[N:5]. The yield is 0.870. (2) The reactants are C([O:3][C:4]([C:6]1[O:7][C:8]([C:11]#[C:12][C:13]2[CH:18]=[CH:17][CH:16]=[CH:15][C:14]=2[F:19])=[CH:9][CH:10]=1)=[O:5])C.C1COCC1.[OH-].[Na+]. The catalyst is CO.CCOC(C)=O. The product is [F:19][C:14]1[CH:15]=[CH:16][CH:17]=[CH:18][C:13]=1[C:12]#[C:11][C:8]1[O:7][C:6]([C:4]([OH:5])=[O:3])=[CH:10][CH:9]=1. The yield is 0.900.